From a dataset of NCI-60 drug combinations with 297,098 pairs across 59 cell lines. Regression. Given two drug SMILES strings and cell line genomic features, predict the synergy score measuring deviation from expected non-interaction effect. (1) Drug 1: CN(C)N=NC1=C(NC=N1)C(=O)N. Drug 2: C#CCC(CC1=CN=C2C(=N1)C(=NC(=N2)N)N)C3=CC=C(C=C3)C(=O)NC(CCC(=O)O)C(=O)O. Cell line: BT-549. Synergy scores: CSS=-0.150, Synergy_ZIP=0.0467, Synergy_Bliss=-0.956, Synergy_Loewe=-0.119, Synergy_HSA=-2.13. (2) Drug 1: CCC1(CC2CC(C3=C(CCN(C2)C1)C4=CC=CC=C4N3)(C5=C(C=C6C(=C5)C78CCN9C7C(C=CC9)(C(C(C8N6C)(C(=O)OC)O)OC(=O)C)CC)OC)C(=O)OC)O. Drug 2: B(C(CC(C)C)NC(=O)C(CC1=CC=CC=C1)NC(=O)C2=NC=CN=C2)(O)O. Cell line: SK-OV-3. Synergy scores: CSS=59.2, Synergy_ZIP=1.54, Synergy_Bliss=1.11, Synergy_Loewe=-1.79, Synergy_HSA=3.25. (3) Drug 1: CCC(=C(C1=CC=CC=C1)C2=CC=C(C=C2)OCCN(C)C)C3=CC=CC=C3.C(C(=O)O)C(CC(=O)O)(C(=O)O)O. Drug 2: CN(C(=O)NC(C=O)C(C(C(CO)O)O)O)N=O. Cell line: A498. Synergy scores: CSS=0.794, Synergy_ZIP=-0.298, Synergy_Bliss=-3.68, Synergy_Loewe=-3.33, Synergy_HSA=-4.09.